Dataset: Forward reaction prediction with 1.9M reactions from USPTO patents (1976-2016). Task: Predict the product of the given reaction. (1) Given the reactants [NH:1]=[C:2]([C:10]1[N:11]=[CH:12][N:13]2[C:18](=[O:19])[N:17]([CH3:20])[N:16]=[N:15][C:14]=12)[S:3][CH2:4][C:5](=O)[C:6]([OH:8])=O.ClC(OCC(C)C)=O.C(N(CC)CC)C.[CH2:36]([NH2:39])[C:37]#[CH:38], predict the reaction product. The product is: [CH3:20][N:17]1[C:18](=[O:19])[N:13]2[CH:12]=[N:11][C:10]([C:2]3[S:3][CH:4]=[C:5]([C:6]([NH:39][CH2:36][C:37]#[CH:38])=[O:8])[N:1]=3)=[C:14]2[N:15]=[N:16]1. (2) Given the reactants [CH2:1](Br)[CH2:2][C@H:3]([CH2:5][CH2:6][CH:7]=[C:8]([CH3:10])[CH3:9])[CH3:4].[Li+].[Cl-].[CH3:14][Mg]Cl.[Cl-].[NH4+], predict the reaction product. The product is: [CH3:9][C:8](=[CH:7][CH2:6][CH2:5][C@H:3]([CH3:4])[CH2:2][CH2:1][CH3:14])[CH3:10].